This data is from Full USPTO retrosynthesis dataset with 1.9M reactions from patents (1976-2016). The task is: Predict the reactants needed to synthesize the given product. (1) Given the product [O:1]=[C:2]1[CH2:6][N:5]([CH2:7][C:8]2[CH:13]=[CH:12][CH:11]=[C:10]([C:14]([F:16])([F:17])[F:15])[CH:9]=2)[C@@H:4]([C:18]([O:20][CH2:21][C:22]2[CH:27]=[CH:26][CH:25]=[C:24]([C:28]([F:31])([F:29])[F:30])[CH:23]=2)=[O:19])[CH2:3]1, predict the reactants needed to synthesize it. The reactants are: [OH:1][C@H:2]1[CH2:6][N:5]([CH2:7][C:8]2[CH:13]=[CH:12][CH:11]=[C:10]([C:14]([F:17])([F:16])[F:15])[CH:9]=2)[C@@H:4]([C:18]([O:20][CH2:21][C:22]2[CH:27]=[CH:26][CH:25]=[C:24]([C:28]([F:31])([F:30])[F:29])[CH:23]=2)=[O:19])[CH2:3]1.CC(OI1(OC(C)=O)(OC(C)=O)OC(=O)C2C=CC=CC1=2)=O. (2) Given the product [CH3:16][O:17][S:18]([O-:21])(=[O:20])=[O:19].[CH3:16][N+:13]1[CH:14]=[CH:15][C:10]([C:6]2[CH:7]=[CH:8][CH:9]=[C:4]([N+:1]([O-:3])=[O:2])[CH:5]=2)=[CH:11][CH:12]=1, predict the reactants needed to synthesize it. The reactants are: [N+:1]([C:4]1[CH:5]=[C:6]([C:10]2[CH:15]=[CH:14][N:13]=[CH:12][CH:11]=2)[CH:7]=[CH:8][CH:9]=1)([O-:3])=[O:2].[CH3:16][O:17][S:18]([O:21]C)(=[O:20])=[O:19]. (3) Given the product [F:1][C:2]1[CH:3]=[C:4]([CH:7]=[CH:8][C:9]=1[O:19][C:17]1[CH:16]=[CH:15][N:14]=[C:13]([C:12]([F:21])([F:11])[F:20])[CH:18]=1)[CH:5]=[O:6], predict the reactants needed to synthesize it. The reactants are: [F:1][C:2]1[CH:3]=[C:4]([CH:7]=[CH:8][C:9]=1F)[CH:5]=[O:6].[F:11][C:12]([F:21])([F:20])[C:13]1[CH:18]=[C:17]([OH:19])[CH:16]=[CH:15][N:14]=1. (4) Given the product [F:51][C:48]1[CH:47]=[CH:46][C:45]([CH2:44][O:43][C:41]([N:38]2[CH2:37][CH2:36][CH:35]([NH:34][C:33]3[CH:52]=[CH:53][C:30]([CH2:29][CH2:28][NH:27][CH2:26][C@H:25]([OH:54])[CH2:24][O:23][C:22]4[CH:21]=[CH:20][C:19]([OH:18])=[CH:56][CH:55]=4)=[CH:31][CH:32]=3)[CH2:40][CH2:39]2)=[O:42])=[CH:50][CH:49]=1, predict the reactants needed to synthesize it. The reactants are: [Si]([O:18][C:19]1[CH:56]=[CH:55][C:22]([O:23][CH2:24][C@@H:25]([OH:54])[CH2:26][NH:27][CH2:28][CH2:29][C:30]2[CH:53]=[CH:52][C:33]([NH:34][CH:35]3[CH2:40][CH2:39][N:38]([C:41]([O:43][CH2:44][C:45]4[CH:50]=[CH:49][C:48]([F:51])=[CH:47][CH:46]=4)=[O:42])[CH2:37][CH2:36]3)=[CH:32][CH:31]=2)=[CH:21][CH:20]=1)(C(C)(C)C)(C1C=CC=CC=1)C1C=CC=CC=1.